This data is from Forward reaction prediction with 1.9M reactions from USPTO patents (1976-2016). The task is: Predict the product of the given reaction. (1) The product is: [OH:8][CH:9]1[CH2:12][C:11]([C:13]([O:15][CH:16]([CH3:18])[CH3:17])=[O:14])([C:19]([O:21][CH:22]([CH3:24])[CH3:23])=[O:20])[CH2:10]1. Given the reactants C([O:8][CH:9]1[CH2:12][C:11]([C:19]([O:21][CH:22]([CH3:24])[CH3:23])=[O:20])([C:13]([O:15][CH:16]([CH3:18])[CH3:17])=[O:14])[CH2:10]1)C1C=CC=CC=1.[H][H], predict the reaction product. (2) Given the reactants [NH2:1][C:2]1[N:7]=[CH:6][N:5]=[C:4]2[N:8]([C:12]3[CH:17]=[CH:16][C:15]([N+:18]([O-:20])=[O:19])=[CH:14][CH:13]=3)[N:9]=[C:10](I)[C:3]=12.[CH3:21][O:22][C:23]1[CH:28]=[C:27](B2OC(C)(C)C(C)(C)O2)[CH:26]=[CH:25][C:24]=1[NH:38][C:39](=[O:45])[O:40][C:41]([CH3:44])([CH3:43])[CH3:42].C(=O)([O-])[O-].[Na+].[Na+], predict the reaction product. The product is: [NH2:1][C:2]1[N:7]=[CH:6][N:5]=[C:4]2[N:8]([C:12]3[CH:17]=[CH:16][C:15]([N+:18]([O-:20])=[O:19])=[CH:14][CH:13]=3)[N:9]=[C:10]([C:27]3[CH:26]=[CH:25][C:24]([NH:38][C:39](=[O:45])[O:40][C:41]([CH3:42])([CH3:43])[CH3:44])=[C:23]([O:22][CH3:21])[CH:28]=3)[C:3]=12. (3) Given the reactants B(Br)(Br)Br.C[O:6][C:7]1[CH:8]=[C:9]([CH:37]=[CH:38][CH:39]=1)[O:10][C@@H:11]1[CH2:15][CH2:14][N:13]([C:16]([CH3:36])([CH3:35])[CH2:17][CH2:18][C:19]([C:29]2[CH:34]=[CH:33][CH:32]=[CH:31][CH:30]=2)([C:23]2[CH:28]=[CH:27][CH:26]=[CH:25][CH:24]=2)[C:20]([NH2:22])=[O:21])[CH2:12]1.C([O-])=O.[NH4+], predict the reaction product. The product is: [NH3:13].[OH:6][C:7]1[CH:8]=[C:9]([CH:37]=[CH:38][CH:39]=1)[O:10][C@@H:11]1[CH2:15][CH2:14][N:13]([C:16]([CH3:36])([CH3:35])[CH2:17][CH2:18][C:19]([C:29]2[CH:30]=[CH:31][CH:32]=[CH:33][CH:34]=2)([C:23]2[CH:24]=[CH:25][CH:26]=[CH:27][CH:28]=2)[C:20]([NH2:22])=[O:21])[CH2:12]1.